From a dataset of Full USPTO retrosynthesis dataset with 1.9M reactions from patents (1976-2016). Predict the reactants needed to synthesize the given product. (1) Given the product [F:37][C:36]1[C:31]([B-:8]([C:9]2[C:14]([F:15])=[C:13]([F:16])[C:12]([F:17])=[C:11]([F:18])[C:10]=2[F:19])([C:7]2[C:6]([F:42])=[C:5]([F:43])[C:4]([F:44])=[C:3]([F:45])[C:2]=2[F:1])[C:20]2[C:21]([F:30])=[C:22]([F:29])[C:23]([F:28])=[C:24]([F:27])[C:25]=2[F:26])=[C:32]([F:41])[C:33]([F:40])=[C:34]([F:39])[C:35]=1[F:38].[F:37][C:36]1[C:31]([B-:8]([C:9]2[C:14]([F:15])=[C:13]([F:16])[C:12]([F:17])=[C:11]([F:18])[C:10]=2[F:19])([C:7]2[C:6]([F:42])=[C:5]([F:43])[C:4]([F:44])=[C:3]([F:45])[C:2]=2[F:1])[C:20]2[C:21]([F:30])=[C:22]([F:29])[C:23]([F:28])=[C:24]([F:27])[C:25]=2[F:26])=[C:32]([F:41])[C:33]([F:40])=[C:34]([F:39])[C:35]=1[F:38].[Mg+2:47], predict the reactants needed to synthesize it. The reactants are: [F:1][C:2]1[C:7]([B-:8]([C:31]2[C:36]([F:37])=[C:35]([F:38])[C:34]([F:39])=[C:33]([F:40])[C:32]=2[F:41])([C:20]2[C:25]([F:26])=[C:24]([F:27])[C:23]([F:28])=[C:22]([F:29])[C:21]=2[F:30])[C:9]2[C:14]([F:15])=[C:13]([F:16])[C:12]([F:17])=[C:11]([F:18])[C:10]=2[F:19])=[C:6]([F:42])[C:5]([F:43])=[C:4]([F:44])[C:3]=1[F:45].Br[Mg+:47]. (2) The reactants are: [N+:1]([C:4]1[CH:12]=[C:11]2[C:7]([CH:8]=[C:9]([C:20]([O:22][CH3:23])=[O:21])[N:10]2[C:13]([O:15][C:16]([CH3:19])([CH3:18])[CH3:17])=[O:14])=[CH:6][CH:5]=1)([O-])=O. Given the product [NH2:1][C:4]1[CH:12]=[C:11]2[C:7]([CH:8]=[C:9]([C:20]([O:22][CH3:23])=[O:21])[N:10]2[C:13]([O:15][C:16]([CH3:19])([CH3:18])[CH3:17])=[O:14])=[CH:6][CH:5]=1, predict the reactants needed to synthesize it. (3) The reactants are: [NH2:1][C:2]1[N:7]=[C:6]([CH2:8][N:9]2[C:13]([CH3:15])([CH3:14])[C:12](=[O:16])[N:11]([C:17]3[CH:22]=[CH:21][C:20]([C:23]([CH3:26])([CH3:25])[CH3:24])=[CH:19][CH:18]=3)[C:10]2=[O:27])[CH:5]=[CH:4][N:3]=1.Br[C:29]1[CH:30]=[N:31][CH:32]=[CH:33][CH:34]=1.C(=O)([O-])[O-].[Cs+].[Cs+].CC1(C)C2C=CC=C(P(C3C=CC=CC=3)C3C=CC=CC=3)C=2OC2C1=CC=CC=2P(C1C=CC=CC=1)C1C=CC=CC=1. Given the product [C:23]([C:20]1[CH:19]=[CH:18][C:17]([N:11]2[C:12](=[O:16])[C:13]([CH3:15])([CH3:14])[N:9]([CH2:8][C:6]3[CH:5]=[CH:4][N:3]=[C:2]([NH:1][C:29]4[CH:30]=[N:31][CH:32]=[CH:33][CH:34]=4)[N:7]=3)[C:10]2=[O:27])=[CH:22][CH:21]=1)([CH3:26])([CH3:25])[CH3:24], predict the reactants needed to synthesize it. (4) Given the product [Cl:26][C:27]1[C:31]([Cl:32])=[C:30]([C:33]#[N:34])[NH:29][C:28]=1[C:35]([NH:37][CH:38]1[CH2:43][CH2:42][N:41]([C:44]2[S:45][C:46]([C:49]([OH:51])=[O:50])=[CH:47][N:48]=2)[CH2:40][CH2:39]1)=[O:36], predict the reactants needed to synthesize it. The reactants are: ClC1C(Cl)=C(C)NC=1C(NC1CCN(C2SC(C#N)=C(O)N=2)CC1)=O.[Cl:26][C:27]1[C:31]([Cl:32])=[C:30]([C:33]#[N:34])[NH:29][C:28]=1[C:35]([NH:37][CH:38]1[CH2:43][CH2:42][N:41]([C:44]2[S:45][C:46]([C:49]([O:51]C)=[O:50])=[CH:47][N:48]=2)[CH2:40][CH2:39]1)=[O:36]. (5) Given the product [CH2:1]([N:8]1[C:16]2[C:11](=[CH:12][C:13]([NH:17][S:31]([CH3:34])(=[O:33])=[O:32])=[CH:14][CH:15]=2)[CH2:10][CH2:9]1)[C:2]1[CH:7]=[CH:6][CH:5]=[CH:4][CH:3]=1, predict the reactants needed to synthesize it. The reactants are: [CH2:1]([N:8]1[C:16]2[C:11](=[CH:12][C:13]([N+:17]([O-])=O)=[CH:14][CH:15]=2)[CH2:10][CH2:9]1)[C:2]1[CH:7]=[CH:6][CH:5]=[CH:4][CH:3]=1.C([O-])=O.[NH4+].C(N(CC)CC)C.[S:31](Cl)([CH3:34])(=[O:33])=[O:32]. (6) Given the product [CH2:37]([C@H:44]1[CH2:48][O:47][C:46](=[O:49])[N:45]1[C:11](=[O:13])/[CH:10]=[C:9](\[C:4]1[CH:5]=[C:6]([F:8])[CH:7]=[C:2]([F:1])[CH:3]=1)/[C:14]([F:17])([F:16])[F:15])[C:38]1[CH:39]=[CH:40][CH:41]=[CH:42][CH:43]=1, predict the reactants needed to synthesize it. The reactants are: [F:1][C:2]1[CH:3]=[C:4](/[C:9](/[C:14]([F:17])([F:16])[F:15])=[CH:10]\[C:11]([OH:13])=O)[CH:5]=[C:6]([F:8])[CH:7]=1.C(N(CC)CC)C.CC(C)(C)C(Cl)=O.[Li]CCCC.[CH2:37]([C@H:44]1[CH2:48][O:47][C:46](=[O:49])[NH:45]1)[C:38]1[CH:43]=[CH:42][CH:41]=[CH:40][CH:39]=1.Cl.